Dataset: Full USPTO retrosynthesis dataset with 1.9M reactions from patents (1976-2016). Task: Predict the reactants needed to synthesize the given product. (1) Given the product [CH3:21][CH:22]1[CH2:27][CH2:26][C:25]([O:28][Si:30]([CH3:32])([CH3:31])[CH3:29])=[CH:24][CH2:23]1, predict the reactants needed to synthesize it. The reactants are: C(NC(C)C)(C)C.C([Li])CCC.C(N([Li])C(C)C)(C)C.[CH3:21][CH:22]1[CH2:27][CH2:26][C:25](=[O:28])[CH2:24][CH2:23]1.[CH3:29][Si:30](Cl)([CH3:32])[CH3:31].C(=O)(O)[O-].[Na+]. (2) Given the product [CH3:1][C:2]1[CH:7]=[C:6]([CH3:8])[NH:5][C:4](=[O:9])[C:3]=1[CH2:10][NH:11][C:12]([C:14]1[CH:19]=[C:18]([C:20]2[CH2:21][CH2:22][N:23]([CH:33]3[CH2:38][CH2:37][N:36]([C:39]([O:41][C:42]([CH3:45])([CH3:44])[CH3:43])=[O:40])[CH2:35][CH2:34]3)[CH2:24][CH:25]=2)[N:17]=[C:16]2[N:26]([CH:29]([CH3:31])[CH3:30])[N:27]=[CH:28][C:15]=12)=[O:13], predict the reactants needed to synthesize it. The reactants are: [CH3:1][C:2]1[CH:7]=[C:6]([CH3:8])[NH:5][C:4](=[O:9])[C:3]=1[CH2:10][NH:11][C:12]([C:14]1[C:15]2[CH:28]=[N:27][N:26]([CH:29]([CH3:31])[CH3:30])[C:16]=2[N:17]=[C:18]([C:20]2[CH2:21][CH2:22][NH:23][CH2:24][CH:25]=2)[CH:19]=1)=[O:13].O=[C:33]1[CH2:38][CH2:37][N:36]([C:39]([O:41][C:42]([CH3:45])([CH3:44])[CH3:43])=[O:40])[CH2:35][CH2:34]1.C(O)(=O)C.[BH3-]C#N.[Na+]. (3) Given the product [F:1][CH2:2][C@@H:3]([C:5]1[CH:10]=[CH:9][CH:8]=[CH:7][CH:6]=1)[CH3:4], predict the reactants needed to synthesize it. The reactants are: [F:1][CH2:2][C@H:3]([C:5]1[CH:10]=[CH:9][CH:8]=[CH:7][CH:6]=1)[CH3:4].C1([C@@H](C)COS(C2C=CC(C)=CC=2)(=O)=O)C=CC=CC=1. (4) Given the product [C:6]([C:47]1[CH:48]=[CH:49][C:50]([C:51]([O:53][C:54]2[CH:55]=[CH:56][C:57](/[CH:60]=[CH:21]/[C:22]([OH:24])=[O:23])=[CH:58][CH:59]=2)=[O:52])=[CH:62][CH:63]=1)(=[O:7])[C:5]1[CH:8]=[CH:9][CH:2]=[CH:3][CH:4]=1, predict the reactants needed to synthesize it. The reactants are: O[C:2]1[CH:9]=[CH:8][C:5]([CH:6]=[O:7])=[CH:4][CH:3]=1.C(C1C=C[C:21]([C:22]([OH:24])=[O:23])=CC=1)(=O)C1C=CC=CC=1.Cl.CN(C)CCCN=C=NCC.C([C:47]1[CH:63]=[CH:62][C:50]([C:51]([O:53][C:54]2[CH:59]=[CH:58][C:57]([CH:60]=O)=[CH:56][CH:55]=2)=[O:52])=[CH:49][CH:48]=1)(=O)C1C=CC=CC=1.C(O)(=O)CC(O)=O.N1C=CC=CC=1.N1CCCCC1.Cl. (5) The reactants are: [Cl:1][C:2]1[CH:21]=[C:20]([C:22]([F:25])([F:24])[F:23])[CH:19]=[CH:18][C:3]=1[CH2:4][N:5]1[C:9](/[CH:10]=[CH:11]/[C:12]([O:14][CH2:15][CH3:16])=[O:13])=[CH:8][C:7]([OH:17])=[N:6]1.[CH3:26][C:27]1([CH2:31]O)[CH2:30][O:29][CH2:28]1.C(P(CCCC)CCCC)CCC.N(C(N1CCCCC1)=O)=NC(N1CCCCC1)=O. Given the product [Cl:1][C:2]1[CH:21]=[C:20]([C:22]([F:25])([F:23])[F:24])[CH:19]=[CH:18][C:3]=1[CH2:4][N:5]1[C:9](/[CH:10]=[CH:11]/[C:12]([O:14][CH2:15][CH3:16])=[O:13])=[CH:8][C:7]([O:17][CH2:26][C:27]2([CH3:31])[CH2:30][O:29][CH2:28]2)=[N:6]1, predict the reactants needed to synthesize it.